Dataset: Forward reaction prediction with 1.9M reactions from USPTO patents (1976-2016). Task: Predict the product of the given reaction. (1) Given the reactants [Cl:1][C:2]1[CH:7]=[CH:6][C:5]([CH2:8][OH:9])=[CH:4][C:3]=1[N+:10]([O-])=O, predict the reaction product. The product is: [Cl:1][C:2]1[CH:7]=[CH:6][C:5]([CH2:8][OH:9])=[CH:4][C:3]=1[NH2:10]. (2) Given the reactants [CH2:1]([O:3][C:4]([C:6]1[C:12]2[NH:13][C:14]3[CH:15]=[CH:16][CH:17]=[CH:18][C:19]=3[C:11]=2[CH2:10][CH2:9][NH:8][CH:7]=1)=[O:5])[CH3:2].[C:20]([C:27]1[CH:32]=[CH:31][C:30]([N:33]=[C:34]=[O:35])=[CH:29][CH:28]=1)([O:22][CH2:23][CH2:24][CH2:25][CH3:26])=[O:21], predict the reaction product. The product is: [CH2:1]([O:3][C:4]([C:6]1[C:12]2[NH:13][C:14]3[CH:15]=[CH:16][CH:17]=[CH:18][C:19]=3[C:11]=2[CH2:10][CH2:9][N:8]([C:34](=[O:35])[NH:33][C:30]2[CH:29]=[CH:28][C:27]([C:20]([O:22][CH2:23][CH2:24][CH2:25][CH3:26])=[O:21])=[CH:32][CH:31]=2)[CH:7]=1)=[O:5])[CH3:2].